Dataset: Reaction yield outcomes from USPTO patents with 853,638 reactions. Task: Predict the reaction yield, written as a fraction of the theoretical maximum amount of product (1.0 means a 100% yield; for example, 0.34 means a 34% yield). (1) The reactants are [NH2:1][C:2]1[N:7]=[N:6][C:5]([N:8]2[CH2:13][CH2:12][N:11]([C:14]([C:16]3[CH:21]=[CH:20][CH:19]=[CH:18][C:17]=3[C:22]([F:25])([F:24])[F:23])=[O:15])[CH2:10][CH2:9]2)=[CH:4][CH:3]=1.Cl[C:27]([O:29][C:30](Cl)(Cl)Cl)=[O:28].[CH3:34][C:35]([CH3:40])([CH3:39])[CH2:36]CO.C(N(CC)CC)C. The catalyst is O1CCOCC1. The product is [CH3:34][C:35]([CH3:40])([CH3:39])[CH2:36][CH2:30][O:29][C:27](=[O:28])[NH:1][C:2]1[N:7]=[N:6][C:5]([N:8]2[CH2:9][CH2:10][N:11]([C:14](=[O:15])[C:16]3[CH:21]=[CH:20][CH:19]=[CH:18][C:17]=3[C:22]([F:25])([F:24])[F:23])[CH2:12][CH2:13]2)=[CH:4][CH:3]=1. The yield is 0.110. (2) The product is [NH2:33][C:30]1[N:31]=[CH:32][C:27]([C:8]2[N:7]=[C:6]3[C:11]([N:12]=[C:13]([N:14]4[CH2:19][CH2:18][N:17]([C:62](=[O:63])[CH2:61][C@H:60]([OH:59])[CH3:65])[C@H:16]([CH3:20])[CH2:15]4)[N:5]3[CH2:1][CH:2]([CH3:4])[CH3:3])=[C:10]([N:21]3[CH2:26][CH2:25][O:24][CH2:23][CH2:22]3)[N:9]=2)=[CH:28][N:29]=1. The yield is 0.500. The reactants are [CH2:1]([N:5]1[C:13]([N:14]2[CH2:19][CH2:18][NH:17][C@H:16]([CH3:20])[CH2:15]2)=[N:12][C:11]2[C:6]1=[N:7][C:8]([C:27]1[CH:28]=[N:29][C:30]([NH2:33])=[N:31][CH:32]=1)=[N:9][C:10]=2[N:21]1[CH2:26][CH2:25][O:24][CH2:23][CH2:22]1)[CH:2]([CH3:4])[CH3:3].C1(N=C=NC2CCCCC2)CCCCC1.ON1C2C=CC=CC=2N=N1.[OH:59][C@H:60]([CH3:65])[CH2:61][C:62](O)=[O:63]. The catalyst is CN(C)C=O. (3) The reactants are [Br:1][C:2]1[C:3](=[O:9])[NH:4][N:5]=[C:6]([Cl:8])[CH:7]=1.[H-].[Na+].I[CH3:13]. The catalyst is CN(C=O)C. The product is [Br:1][C:2]1[C:3](=[O:9])[N:4]([CH3:13])[N:5]=[C:6]([Cl:8])[CH:7]=1. The yield is 0.680. (4) The reactants are [CH2:1]([O:3][C:4]1[CH:5]=[C:6]2[C:11](=[C:12]3[CH2:16][C:15]([CH3:18])([CH3:17])[O:14][C:13]=13)[C:10]([C:19]1[CH:28]=[CH:27][C:22]([C:23]([O:25][CH3:26])=[O:24])=[C:21]([NH:29][C:30](=[O:35])[C:31]([F:34])([F:33])[F:32])[CH:20]=1)=[N:9][C:8]([CH3:37])([CH3:36])[CH2:7]2)[CH3:2].[CH3:38][C:39](C)([O-])C.[K+].ICC. The catalyst is CN(C)C=O. The product is [CH2:1]([O:3][C:4]1[CH:5]=[C:6]2[C:11](=[C:12]3[CH2:16][C:15]([CH3:18])([CH3:17])[O:14][C:13]=13)[C:10]([C:19]1[CH:28]=[CH:27][C:22]([C:23]([O:25][CH3:26])=[O:24])=[C:21]([N:29]([CH2:38][CH3:39])[C:30](=[O:35])[C:31]([F:32])([F:33])[F:34])[CH:20]=1)=[N:9][C:8]([CH3:36])([CH3:37])[CH2:7]2)[CH3:2]. The yield is 0.550. (5) The reactants are [CH2:1]([NH:8][C:9]([CH3:12])([CH3:11])[CH3:10])[C:2]1[CH:7]=[CH:6][CH:5]=[CH:4][CH:3]=1.Br[CH2:14][C:15]#[N:16].[I-].[Na+]. The catalyst is C(#N)C.C(=O)([O-])[O-].[K+].[K+]. The product is [CH2:1]([N:8]([CH2:14][C:15]#[N:16])[C:9]([CH3:12])([CH3:11])[CH3:10])[C:2]1[CH:7]=[CH:6][CH:5]=[CH:4][CH:3]=1. The yield is 0.870. (6) The catalyst is C1COCC1. The product is [Cl:19][C:6]1[CH:5]=[C:4]([NH:20][S:34]([C:31]2[CH:32]=[N:33][C:28]([Cl:27])=[CH:29][CH:30]=2)(=[O:36])=[O:35])[CH:3]=[CH:2][C:7]=1[S:8][C:9]1[CH:18]=[CH:17][C:16]2[C:11](=[CH:12][CH:13]=[CH:14][CH:15]=2)[CH:10]=1. The reactants are Cl[C:2]1[CH:3]=[C:4]([NH2:20])[CH:5]=[C:6]([Cl:19])[C:7]=1[S:8][C:9]1[CH:18]=[CH:17][C:16]2[C:11](=[CH:12][CH:13]=[CH:14][CH:15]=2)[CH:10]=1.N1C=CC=CC=1.[Cl:27][C:28]1[N:33]=[CH:32][C:31]([S:34](Cl)(=[O:36])=[O:35])=[CH:30][CH:29]=1.Cl. The yield is 0.580.